Dataset: Reaction yield outcomes from USPTO patents with 853,638 reactions. Task: Predict the reaction yield, written as a fraction of the theoretical maximum amount of product (1.0 means a 100% yield; for example, 0.34 means a 34% yield). (1) The reactants are [NH2:1][C:2]1[CH:35]=[CH:34][C:5]([O:6][C:7]2[CH:12]=[CH:11][N:10]=[C:9]3[N:13]([CH2:25][C:26]4[CH:31]=[CH:30][C:29]([O:32][CH3:33])=[CH:28][CH:27]=4)[N:14]=[C:15]([N:16]4[CH2:21][CH2:20][CH:19]([N:22]([CH3:24])[CH3:23])[CH2:18][CH2:17]4)[C:8]=23)=[C:4]([F:36])[CH:3]=1.[F:37][C:38]1[CH:43]=[CH:42][C:41]([N:44]2[CH2:49][CH:48]3[C:46]([C:50](O)=[O:51])([CH2:47]3)[C:45]2=[O:53])=[CH:40][CH:39]=1.CCN=C=NCCCN(C)C.C1C=CC2N(O)N=NC=2C=1.[NH4+].[Cl-]. The catalyst is CN(C=O)C. The product is [CH3:23][N:22]([CH3:24])[CH:19]1[CH2:20][CH2:21][N:16]([C:15]2[C:8]3[C:9](=[N:10][CH:11]=[CH:12][C:7]=3[O:6][C:5]3[CH:34]=[CH:35][C:2]([NH:1][C:50]([C:46]45[CH2:47][CH:48]4[CH2:49][N:44]([C:41]4[CH:42]=[CH:43][C:38]([F:37])=[CH:39][CH:40]=4)[C:45]5=[O:53])=[O:51])=[CH:3][C:4]=3[F:36])[N:13]([CH2:25][C:26]3[CH:27]=[CH:28][C:29]([O:32][CH3:33])=[CH:30][CH:31]=3)[N:14]=2)[CH2:17][CH2:18]1. The yield is 0.530. (2) The reactants are Cl.Cl.[CH3:3][N:4]([CH2:6][C:7]1[CH:8]=[CH:9][C:10]([O:14][CH2:15][CH3:16])=[C:11]([CH:13]=1)[NH2:12])[CH3:5].[NH:17]([CH2:24][CH2:25][N:26]([CH2:45][C:46]([OH:48])=O)[C:27]([NH:29][C@H:30]([C@H:34]([C:36]1[C:44]2[C:39](=[CH:40][CH:41]=[CH:42][CH:43]=2)[NH:38][CH:37]=1)[CH3:35])[C:31](O)=[O:32])=[O:28])[C:18]1[CH:23]=[CH:22][CH:21]=[CH:20][CH:19]=1.CCN=C=NCCCN(C)C.C1C=CC2N(O)N=NC=2C=1.C(=O)([O-])O.[Na+]. The catalyst is C1COCC1.C(#N)C.C(N(CC)CC)C. The product is [CH3:5][N:4]([CH2:6][C:7]1[CH:8]=[CH:9][C:10]([O:14][CH2:15][CH3:16])=[C:11]([NH:12][C:31]([C@H:30]([NH:29][C:27]([N:26]2[CH2:25][CH2:24][N:17]([C:18]3[CH:23]=[CH:22][CH:21]=[CH:20][CH:19]=3)[C:46](=[O:48])[CH2:45]2)=[O:28])[C@H:34]([C:36]2[C:44]3[C:39](=[CH:40][CH:41]=[CH:42][CH:43]=3)[NH:38][CH:37]=2)[CH3:35])=[O:32])[CH:13]=1)[CH3:3]. The yield is 0.0700. (3) The reactants are [Cl:1][C:2]1[CH:7]=[CH:6][C:5]([S:8]([C@H:11]2[CH2:16][CH2:15][C@H:14]([C:17]([O:19]C)=[O:18])[CH2:13][CH2:12]2)(=[O:10])=[O:9])=[CH:4][CH:3]=1.[OH-].[Na+].Cl. The catalyst is CO. The product is [Cl:1][C:2]1[CH:7]=[CH:6][C:5]([S:8]([C@H:11]2[CH2:12][CH2:13][C@H:14]([C:17]([OH:19])=[O:18])[CH2:15][CH2:16]2)(=[O:10])=[O:9])=[CH:4][CH:3]=1. The yield is 0.730.